From a dataset of Reaction yield outcomes from USPTO patents with 853,638 reactions. Predict the reaction yield, written as a fraction of the theoretical maximum amount of product (1.0 means a 100% yield; for example, 0.34 means a 34% yield). (1) The reactants are C([O:4][CH2:5][CH:6]=[CH:7][CH2:8][O:9][C:10](=[O:12])[CH3:11])(=O)C.[C:13]1(C)C=CC=CC=1. No catalyst specified. The product is [CH:5]([C:6]([CH2:7][CH2:8][O:9][C:10](=[O:12])[CH3:11])=[CH2:13])=[O:4]. The yield is 0.999. (2) The reactants are [CH3:1][C:2]1[N:3]=[CH:4][C:5]([C:8](=O)[CH2:9][C:10](=O)[C:11]([O:13][CH2:14][CH3:15])=[O:12])=[N:6][CH:7]=1.[NH:18]([C:20]1[CH:21]=[N:22][CH:23]=[CH:24][CH:25]=1)[NH2:19].C(O)(=O)C.C(=O)(O)[O-].[Na+]. The catalyst is C(O)C.C(Cl)(Cl)Cl. The product is [CH3:1][C:2]1[N:3]=[CH:4][C:5]([C:8]2[N:18]([C:20]3[CH:21]=[N:22][CH:23]=[CH:24][CH:25]=3)[N:19]=[C:10]([C:11]([O:13][CH2:14][CH3:15])=[O:12])[CH:9]=2)=[N:6][CH:7]=1. The yield is 0.490. (3) The reactants are [OH:1][C:2]1[N:7]=[CH:6][C:5]([NH:8][C:9]([CH:11]2[CH2:16][CH2:15][CH2:14][CH2:13][CH2:12]2)=[O:10])=[CH:4][CH:3]=1.[CH3:17][N:18]([C:22]1[CH:27]=[CH:26][CH:25]=[CH:24][CH:23]=1)[C:19](Cl)=[O:20].N12CCN(CC1)CC2.O. The catalyst is CN(C)C=O. The product is [CH:11]1([C:9]([NH:8][C:5]2[CH:4]=[CH:3][C:2]([O:1][C:19](=[O:20])[N:18]([CH3:17])[C:22]3[CH:27]=[CH:26][CH:25]=[CH:24][CH:23]=3)=[N:7][CH:6]=2)=[O:10])[CH2:12][CH2:13][CH2:14][CH2:15][CH2:16]1. The yield is 0.710. (4) The reactants are [N+:1]([C:4]1[CH:12]=[C:11]2[C:7]([C:8]([CH2:13][C:14]#[N:15])=[CH:9][NH:10]2)=[CH:6][CH:5]=1)([O-:3])=[O:2].[CH3:16][C:17]([O:20][C:21](O[C:21]([O:20][C:17]([CH3:19])([CH3:18])[CH3:16])=[O:22])=[O:22])([CH3:19])[CH3:18].CCN(CC)CC. The yield is 0.380. The product is [C:17]([O:20][C:21](=[O:22])[NH:15][CH2:14][CH2:13][C:8]1[C:7]2[C:11](=[CH:12][C:4]([N+:1]([O-:3])=[O:2])=[CH:5][CH:6]=2)[NH:10][CH:9]=1)([CH3:19])([CH3:18])[CH3:16]. The catalyst is C1COCC1.